From a dataset of Full USPTO retrosynthesis dataset with 1.9M reactions from patents (1976-2016). Predict the reactants needed to synthesize the given product. Given the product [Cl:1][C:2]1[CH:7]=[CH:6][CH:5]=[CH:4][C:3]=1[CH2:8][N:9]1[CH:13]=[C:12]([OH:23])[CH:11]=[N:10]1.[CH2:8]([N:9]1[CH:13]=[C:12]([OH:23])[CH:11]=[N:10]1)[C:3]1[CH:4]=[CH:5][CH:6]=[CH:7][CH:2]=1, predict the reactants needed to synthesize it. The reactants are: [Cl:1][C:2]1[CH:7]=[CH:6][CH:5]=[CH:4][C:3]=1[CH2:8][N:9]1[CH:13]=[C:12](B2OC(C)(C)C(C)(C)O2)[CH:11]=[N:10]1.[OH-:23].[Na+].OO.O.Cl.